From a dataset of Catalyst prediction with 721,799 reactions and 888 catalyst types from USPTO. Predict which catalyst facilitates the given reaction. (1) Reactant: [OH:1][CH:2]1[CH:6]([OH:7])[CH2:5][N:4]([C:8]2[CH:9]=[C:10]([CH:16]=[CH:17][CH:18]=2)[C:11]([O:13]CC)=[O:12])[CH2:3]1.O.[Li+].[OH-]. Product: [OH:1][CH:2]1[CH:6]([OH:7])[CH2:5][N:4]([C:8]2[CH:9]=[C:10]([CH:16]=[CH:17][CH:18]=2)[C:11]([OH:13])=[O:12])[CH2:3]1. The catalyst class is: 5. (2) Reactant: [Cl:1][C:2]1[CH:3]=[C:4]([CH:7]=[C:8]([C:10]([F:13])([F:12])[F:11])[CH:9]=1)[C:5]#[N:6].C(N)(=[S:16])C.Cl.C([O-])(O)=O.[Na+]. Product: [Cl:1][C:2]1[CH:3]=[C:4]([CH:7]=[C:8]([C:10]([F:11])([F:12])[F:13])[CH:9]=1)[C:5](=[S:16])[NH2:6]. The catalyst class is: 136. (3) Reactant: [BH4-].[Na+].B(F)(F)F.CCOCC.[Br:12][C:13]1[CH:21]=[CH:20][C:16]([C:17](O)=[O:18])=[CH:15][C:14]=1[F:22]. Product: [Br:12][C:13]1[CH:21]=[CH:20][C:16]([CH2:17][OH:18])=[CH:15][C:14]=1[F:22]. The catalyst class is: 54.